From a dataset of Forward reaction prediction with 1.9M reactions from USPTO patents (1976-2016). Predict the product of the given reaction. (1) Given the reactants [F:1][C:2]1[CH:3]=[C:4]([NH2:12])[C:5](=[CH:9][C:10]=1[F:11])[C:6]([OH:8])=O.O.OC1C2N=NNC=2C=CC=1.C(N(C(C)C)CC)(C)C.[F:33][C:34]1[CH:39]=[CH:38][C:37]([CH2:40][CH2:41][NH2:42])=[CH:36][CH:35]=1.CCN=C=NCCCN(C)C.COC(=O)CN(CC1C=CC=CC=1)CC(NC(OC(C)(C)C)=O)C, predict the reaction product. The product is: [NH2:12][C:4]1[CH:3]=[C:2]([F:1])[C:10]([F:11])=[CH:9][C:5]=1[C:6]([NH:42][CH2:41][CH2:40][C:37]1[CH:38]=[CH:39][C:34]([F:33])=[CH:35][CH:36]=1)=[O:8]. (2) Given the reactants [CH2:1]([O:3][C:4](=[O:30])[CH2:5][NH:6][CH2:7][C:8]1[CH:13]=[CH:12][CH:11]=[C:10]([O:14][CH2:15][CH2:16][C:17]2[N:18]=[C:19]([C:23]3[CH:28]=[CH:27][C:26]([CH3:29])=[CH:25][CH:24]=3)[O:20][C:21]=2[CH3:22])[CH:9]=1)[CH3:2].[CH:31]([N:34]([S:36](Cl)(=[O:38])=[O:37])[CH3:35])([CH3:33])[CH3:32].C(N(CC)CC)C, predict the reaction product. The product is: [CH2:1]([O:3][C:4](=[O:30])[CH2:5][N:6]([S:36]([N:34]([CH:31]([CH3:33])[CH3:32])[CH3:35])(=[O:38])=[O:37])[CH2:7][C:8]1[CH:13]=[CH:12][CH:11]=[C:10]([O:14][CH2:15][CH2:16][C:17]2[N:18]=[C:19]([C:23]3[CH:28]=[CH:27][C:26]([CH3:29])=[CH:25][CH:24]=3)[O:20][C:21]=2[CH3:22])[CH:9]=1)[CH3:2].